Dataset: NCI-60 drug combinations with 297,098 pairs across 59 cell lines. Task: Regression. Given two drug SMILES strings and cell line genomic features, predict the synergy score measuring deviation from expected non-interaction effect. (1) Drug 1: C1CN1P(=S)(N2CC2)N3CC3. Drug 2: C1=CN(C=N1)CC(O)(P(=O)(O)O)P(=O)(O)O. Cell line: ACHN. Synergy scores: CSS=10.3, Synergy_ZIP=-0.154, Synergy_Bliss=0.00704, Synergy_Loewe=-10.2, Synergy_HSA=-2.68. (2) Drug 1: C1CC(C1)(C(=O)O)C(=O)O.[NH2-].[NH2-].[Pt+2]. Drug 2: CC1=C(C=C(C=C1)C(=O)NC2=CC(=CC(=C2)C(F)(F)F)N3C=C(N=C3)C)NC4=NC=CC(=N4)C5=CN=CC=C5. Cell line: CAKI-1. Synergy scores: CSS=-16.1, Synergy_ZIP=8.74, Synergy_Bliss=3.82, Synergy_Loewe=-2.45, Synergy_HSA=-8.54. (3) Drug 2: CC1CCC2CC(C(=CC=CC=CC(CC(C(=O)C(C(C(=CC(C(=O)CC(OC(=O)C3CCCCN3C(=O)C(=O)C1(O2)O)C(C)CC4CCC(C(C4)OC)OCCO)C)C)O)OC)C)C)C)OC. Cell line: OVCAR3. Drug 1: C1CN1P(=S)(N2CC2)N3CC3. Synergy scores: CSS=-2.62, Synergy_ZIP=-2.90, Synergy_Bliss=-7.58, Synergy_Loewe=-5.93, Synergy_HSA=-6.09.